Task: Binary Classification. Given a miRNA mature sequence and a target amino acid sequence, predict their likelihood of interaction.. Dataset: Experimentally validated miRNA-target interactions with 360,000+ pairs, plus equal number of negative samples (1) The miRNA is hsa-miR-8086 with sequence UGCUAGUCUGGACUGAUAUGGU. The protein sequence of the target gene is MPSATSHSGSGSKSSGPPPPSGSSGSEAAAGAAAPASQHPATGTGAVQTEAMKQILGVIDKKLRNLEKKKGKLDDYQERMNKGERLNQDQLDAVSKYQEVTNNLEFAKELQRSFMALSQDIQKTIKKTARREQLMREEAEQKRLKTVLELQYVLDKLGDDDVRTDLKQGLSGVPILSEEELSLLDEFYKLVDPERDMSLRLNEQYEHASIHLWDLLEGKEKPVCGTTYKALKEIVERVFQSNYFDSTHNHQNGLCEEEEAASAPTVEDQVAEAEPEPAEEYTEQSEVESTEYVNRQFMAE.... Result: 0 (no interaction). (2) The miRNA is hsa-miR-4755-5p with sequence UUUCCCUUCAGAGCCUGGCUUU. The protein sequence of the target gene is MVGEGPYLISDLDQRGRRRSFAERYDPSLKTMIPVRPCARLAPNPVDDAGLLSFATFSWLTPVMVKGYRQRLTVDTLPPLSTYDSSDTNAKRFRVLWDEEVARVGPEKASLSHVVWKFQRTRVLMDIVANILCIIMAAIGPVILIHQILQQTERTSGKVWVGIGLCIALFATEFTKVFFWALAWAINYRTAIRLKVALSTLVFENLVSFKTLTHISVGEVLNILSSDSYSLFEAALFCPLPATIPILMVFCAAYAFFILGPTALIGISVYVIFIPVQMFMAKLNSAFRRSAILVTDKRVQ.... Result: 1 (interaction).